From a dataset of Catalyst prediction with 721,799 reactions and 888 catalyst types from USPTO. Predict which catalyst facilitates the given reaction. (1) Reactant: [Cl:1][C:2]1[S:6][C:5]([S:7]([NH:10][C@H:11]([CH:19]=[O:20])[C@H:12]([CH3:18])[CH2:13][C:14]([F:17])([F:16])[F:15])(=[O:9])=[O:8])=[CH:4][CH:3]=1.[CH3:21][Mg]Br.CCOC(C)=O.CCCCCC. Product: [Cl:1][C:2]1[S:6][C:5]([S:7]([NH:10][C@H:11]([CH:19]([OH:20])[CH3:21])[C@H:12]([CH3:18])[CH2:13][C:14]([F:15])([F:16])[F:17])(=[O:9])=[O:8])=[CH:4][CH:3]=1. The catalyst class is: 1. (2) Reactant: [C:1]([CH:3]1[CH2:8][O:7][CH2:6][CH2:5][N:4]1[C:9]([O:11][C:12]([CH3:15])([CH3:14])[CH3:13])=[O:10])#[N:2].[N-:16]=[N+:17]=[N-:18].[Na+].[Cl-].[NH4+]. Product: [N:16]1[CH:1]([CH:3]2[CH2:8][O:7][CH2:6][CH2:5][N:4]2[C:9]([O:11][C:12]([CH3:15])([CH3:14])[CH3:13])=[O:10])[N:2]=[N:18][N:17]=1. The catalyst class is: 31. (3) Reactant: [OH:1][C:2]1[CH:3]=[C:4]2[C:9](=[CH:10][C:11]=1[O:12][CH3:13])[C:8]([CH2:14][C:15]1[CH:20]=[CH:19][CH:18]=[C:17]([O:21][CH2:22][CH3:23])[CH:16]=1)=[N:7][CH:6]=[C:5]2[CH:24]=[O:25].C(=O)([O-])[O-].[K+].[K+].Br[CH2:33][CH2:34][O:35][CH2:36][CH3:37]. Product: [CH2:22]([O:21][C:17]1[CH:16]=[C:15]([CH:20]=[CH:19][CH:18]=1)[CH2:14][C:8]1[C:9]2[C:4](=[CH:3][C:2]([O:1][CH2:33][CH2:34][O:35][CH2:36][CH3:37])=[C:11]([O:12][CH3:13])[CH:10]=2)[C:5]([CH:24]=[O:25])=[CH:6][N:7]=1)[CH3:23]. The catalyst class is: 9.